From a dataset of Reaction yield outcomes from USPTO patents with 853,638 reactions. Predict the reaction yield, written as a fraction of the theoretical maximum amount of product (1.0 means a 100% yield; for example, 0.34 means a 34% yield). (1) The reactants are Br[C:2]1[CH:10]=[CH:9][CH:8]=[C:7]2[C:3]=1[CH:4]=[CH:5][NH:6]2.[C:11]([C:14]1[CH:15]=[C:16](B(O)O)[CH:17]=[CH:18][CH:19]=1)([OH:13])=[O:12].[OH-].[Na+]. The catalyst is C(#N)C.CN(C=O)C.[Pd]. The product is [NH:6]1[C:7]2[C:3](=[C:2]([C:18]3[CH:19]=[C:14]([CH:15]=[CH:16][CH:17]=3)[C:11]([OH:13])=[O:12])[CH:10]=[CH:9][CH:8]=2)[CH:4]=[CH:5]1. The yield is 0.710. (2) The product is [Cl:18][C:14]1[CH:13]=[C:12]([C:10]2[O:9][N:8]=[C:7]([C@H:5]([OH:4])[CH3:6])[N:11]=2)[CH:17]=[CH:16][CH:15]=1. The yield is 0.970. The reactants are C([O:4][C@@H:5]([C:7]1[N:11]=[C:10]([C:12]2[CH:17]=[CH:16][CH:15]=[C:14]([Cl:18])[CH:13]=2)[O:9][N:8]=1)[CH3:6])(=O)C.O.[OH-].[Li+]. The catalyst is C1COCC1.O. (3) The reactants are [NH2:1][CH:2]([C:4]1[CH:9]=[CH:8][C:7]([C:10]2[C:11]3[C:12]4[CH:24]=[CH:23][S:22][C:13]=4[C:14](=[O:21])[NH:15][C:16]=3[CH:17]=[CH:18][C:19]=2[OH:20])=[CH:6][CH:5]=1)[CH3:3].[CH3:25][S:26](Cl)(=[O:28])=[O:27].C(N(CC)C(C)C)(C)C. The catalyst is C(Cl)Cl.C1COCC1. The product is [OH:20][C:19]1[CH:18]=[CH:17][C:16]2[NH:15][C:14](=[O:21])[C:13]3[S:22][CH:23]=[CH:24][C:12]=3[C:11]=2[C:10]=1[C:7]1[CH:6]=[CH:5][C:4]([CH:2]([NH:1][S:26]([CH3:25])(=[O:28])=[O:27])[CH3:3])=[CH:9][CH:8]=1. The yield is 0.200. (4) The reactants are Br[C:2]1[CH:3]=[C:4]2[C:9](=[CH:10][CH:11]=1)[CH:8]=[C:7]([C:12]1[NH:16][C:15]([C@@H:17]3[CH2:21][C:20]([F:23])([F:22])[CH2:19][N:18]3[C:24]([O:26][C:27]([CH3:30])([CH3:29])[CH3:28])=[O:25])=[N:14][CH:13]=1)[CH:6]=[CH:5]2.[O:31]=[C:32]1[CH:43]2[C:44]3[N:36]([CH:37]=[CH:38][C:39]=3[CH2:40][CH2:41][C@@H:42]2[NH:45][C:46](=[O:49])[O:47][CH3:48])[CH2:35][C@@H:34]([C:50]2[NH:51][C:52]([C:55]3[CH:60]=[CH:59][C:58](B4OC(C)(C)C(C)(C)O4)=[CH:57][CH:56]=3)=[CH:53][N:54]=2)[CH2:33]1.[O-]P([O-])([O-])=O.[K+].[K+].[K+].CC(OC1C=CC=C(OC(C)C)C=1C1C(P(C2CCCCC2)C2CCCCC2)=CC=CC=1)C. The catalyst is CC([O-])=O.CC([O-])=O.[Pd+2].CCCCO.O. The product is [C:27]([O:26][C:24]([N:18]1[CH2:19][C:20]([F:22])([F:23])[CH2:21][C@H:17]1[C:15]1[NH:16][C:12]([C:7]2[CH:6]=[CH:5][C:4]3[C:9](=[CH:10][CH:11]=[C:2]([C:58]4[CH:57]=[CH:56][C:55]([C:52]5[NH:51][C:50]([C@@H:34]6[CH2:35][N:36]7[C:44]8[CH:43]([C@@H:42]([NH:45][C:46]([O:47][CH3:48])=[O:49])[CH2:41][CH2:40][C:39]=8[CH:38]=[CH:37]7)[C:32](=[O:31])[CH2:33]6)=[N:54][CH:53]=5)=[CH:60][CH:59]=4)[CH:3]=3)[CH:8]=2)=[CH:13][N:14]=1)=[O:25])([CH3:29])([CH3:30])[CH3:28]. The yield is 0.420. (5) The reactants are [Cl:1][C:2]1[CH:7]=[CH:6][C:5]([NH:8][NH:9][C:10]([C:12]2[O:13][CH:14]=[CH:15][CH:16]=2)=[O:11])=[C:4]([CH3:17])[CH:3]=1.C(N(CC)CC)C.[C:25](N1C=CN=C1)(N1C=CN=C1)=[O:26]. The catalyst is C1COCC1. The product is [Cl:1][C:2]1[CH:7]=[CH:6][C:5]([N:8]2[N:9]=[C:10]([C:12]3[O:13][CH:14]=[CH:15][CH:16]=3)[O:11][C:25]2=[O:26])=[C:4]([CH3:17])[CH:3]=1. The yield is 0.600.